The task is: Predict the reactants needed to synthesize the given product.. This data is from Full USPTO retrosynthesis dataset with 1.9M reactions from patents (1976-2016). (1) Given the product [F:1][CH2:2][C:3]1[N:4]=[CH:5][C:6]([C:9]([OH:11])=[O:10])=[N:7][CH:8]=1, predict the reactants needed to synthesize it. The reactants are: [F:1][CH2:2][C:3]1[N:4]=[CH:5][C:6]([C:9]([O:11]C)=[O:10])=[N:7][CH:8]=1.O.O.[OH-].[Li+].CCOCC. (2) Given the product [F:39][C:40]([F:45])([F:44])[C:41]([OH:43])=[O:42].[Cl:1][C:2]1[CH:7]=[CH:6][CH:5]=[CH:4][C:3]=1[N:8]1[CH:12]([C:13]2[CH:14]=[CH:15][C:16]([C:19]3[CH2:20][CH2:21][NH:22][CH2:23][CH:24]=3)=[CH:17][CH:18]=2)[CH2:11][C:10]([C:32]([F:38])([F:37])[C:33]([F:34])([F:35])[F:36])=[N:9]1, predict the reactants needed to synthesize it. The reactants are: [Cl:1][C:2]1[CH:7]=[CH:6][CH:5]=[CH:4][C:3]=1[N:8]1[CH:12]([C:13]2[CH:18]=[CH:17][C:16]([C:19]3[CH2:20][CH2:21][N:22](C(OC(C)(C)C)=O)[CH2:23][CH:24]=3)=[CH:15][CH:14]=2)[CH2:11][C:10]([C:32]([F:38])([F:37])[C:33]([F:36])([F:35])[F:34])=[N:9]1.[F:39][C:40]([F:45])([F:44])[C:41]([OH:43])=[O:42]. (3) Given the product [CH:1]1[C:10]2[C:5](=[CH:6][CH:7]=[CH:8][CH:9]=2)[CH:4]=[CH:3][C:2]=1[O:11][CH2:19][CH2:20][CH2:21][CH2:22][Cl:23], predict the reactants needed to synthesize it. The reactants are: [CH:1]1[C:10]2[C:5](=[CH:6][CH:7]=[CH:8][CH:9]=2)[CH:4]=[CH:3][C:2]=1[OH:11].C([O-])([O-])=O.[K+].[K+].Br[CH2:19][CH2:20][CH2:21][CH2:22][Cl:23]. (4) The reactants are: [C:1]([O:5][C:6]([N:8]([CH2:30][C@@H:31]([C:33]1[CH:38]=[CH:37][CH:36]=[C:35]([Cl:39])[CH:34]=1)[OH:32])[CH2:9][CH2:10][C:11]1[CH:16]=[CH:15][C:14]([C:17]2[CH:22]=[CH:21][C:20]([C:23](O)=[O:24])=[C:19]([S:26][CH:27]([CH3:29])[CH3:28])[CH:18]=2)=[CH:13][CH:12]=1)=[O:7])([CH3:4])([CH3:3])[CH3:2].[C:40]([O:43][CH2:44][CH2:45][CH2:46][S:47]([NH2:50])(=[O:49])=[O:48])(=[O:42])[CH3:41].C1CCN2C(=NCCC2)CC1.Cl. Given the product [C:40]([O:43][CH2:44][CH2:45][CH2:46][S:47]([NH:50][C:23]([C:20]1[CH:21]=[CH:22][C:17]([C:14]2[CH:13]=[CH:12][C:11]([CH2:10][CH2:9][N:8]([C:6]([O:5][C:1]([CH3:2])([CH3:4])[CH3:3])=[O:7])[CH2:30][C@@H:31]([C:33]3[CH:38]=[CH:37][CH:36]=[C:35]([Cl:39])[CH:34]=3)[OH:32])=[CH:16][CH:15]=2)=[CH:18][C:19]=1[S:26][CH:27]([CH3:29])[CH3:28])=[O:24])(=[O:48])=[O:49])(=[O:42])[CH3:41], predict the reactants needed to synthesize it. (5) Given the product [NH2:34][C:30]1([CH3:33])[CH2:31][CH2:32][CH:27]([NH:26][C:14]2[C:13]3[C:18](=[CH:19][CH:20]=[C:11]([C:4]4[CH:5]=[C:6]([O:9][CH3:10])[C:7]([OH:8])=[C:2]([Cl:1])[CH:3]=4)[CH:12]=3)[N:17]=[CH:16][C:15]=2[C:21]([CH:23]2[CH2:25][CH2:24]2)=[O:22])[CH2:28][CH2:29]1, predict the reactants needed to synthesize it. The reactants are: [Cl:1][C:2]1[CH:3]=[C:4]([C:11]2[CH:12]=[C:13]3[C:18](=[CH:19][CH:20]=2)[N:17]=[CH:16][C:15]([C:21]([CH:23]2[CH2:25][CH2:24]2)=[O:22])=[C:14]3[NH:26][CH:27]2[CH2:32][CH2:31][C:30]([N:34](CC=C)CC=C)([CH3:33])[CH2:29][CH2:28]2)[CH:5]=[C:6]([O:9][CH3:10])[C:7]=1[OH:8]. (6) Given the product [F:33][C:34]1[CH:42]=[C:41]([OH:43])[CH:40]=[CH:39][C:35]=1[C:36]([NH:1][CH2:2][CH2:3][CH2:4][CH2:5][CH2:6][CH2:7][CH2:8][CH2:9][CH2:10][N:11]1[CH2:16][CH2:15][CH:14]([O:17][C:18](=[O:32])[NH:19][C:20]2[CH:25]=[CH:24][CH:23]=[CH:22][C:21]=2[C:26]2[CH:31]=[CH:30][CH:29]=[CH:28][CH:27]=2)[CH2:13][CH2:12]1)=[O:37], predict the reactants needed to synthesize it. The reactants are: [NH2:1][CH2:2][CH2:3][CH2:4][CH2:5][CH2:6][CH2:7][CH2:8][CH2:9][CH2:10][N:11]1[CH2:16][CH2:15][CH:14]([O:17][C:18](=[O:32])[NH:19][C:20]2[CH:25]=[CH:24][CH:23]=[CH:22][C:21]=2[C:26]2[CH:31]=[CH:30][CH:29]=[CH:28][CH:27]=2)[CH2:13][CH2:12]1.[F:33][C:34]1[CH:42]=[C:41]([OH:43])[CH:40]=[CH:39][C:35]=1[C:36](O)=[O:37].